From a dataset of Reaction yield outcomes from USPTO patents with 853,638 reactions. Predict the reaction yield, written as a fraction of the theoretical maximum amount of product (1.0 means a 100% yield; for example, 0.34 means a 34% yield). (1) The reactants are [F:1][CH2:2][C:3]1[N:8]=[C:7]([C:9]#[C:10][CH2:11][CH2:12][OH:13])[CH:6]=[CH:5][CH:4]=1.[CH3:14][S:15](Cl)(=[O:17])=[O:16]. No catalyst specified. The product is [CH3:14][S:15]([O:13][CH2:12][CH2:11][C:10]#[C:9][C:7]1[CH:6]=[CH:5][CH:4]=[C:3]([CH2:2][F:1])[N:8]=1)(=[O:17])=[O:16]. The yield is 0.780. (2) The reactants are [CH3:13][C:12]([O:11][C:9](O[C:9]([O:11][C:12]([CH3:15])([CH3:14])[CH3:13])=[O:10])=[O:10])([CH3:15])[CH3:14].[CH2:16]([N:23]1[CH2:28][CH2:27][CH:26]([NH:29][CH3:30])[CH2:25][CH2:24]1)[C:17]1[CH:22]=[CH:21][CH:20]=[CH:19][CH:18]=1. The catalyst is C(Cl)Cl. The product is [CH2:16]([N:23]1[CH2:28][CH2:27][CH:26]([N:29]([CH3:30])[C:9](=[O:10])[O:11][C:12]([CH3:13])([CH3:14])[CH3:15])[CH2:25][CH2:24]1)[C:17]1[CH:18]=[CH:19][CH:20]=[CH:21][CH:22]=1. The yield is 0.600. (3) The product is [CH3:29][O:28][C:25]1[CH:26]=[CH:27][C:22]([CH2:21][N:6]([C:4]2[N:3]=[CH:2][S:1][CH:5]=2)[C:7](=[O:13])[O:8][C:9]([CH3:10])([CH3:12])[CH3:11])=[CH:23][CH:24]=1. The yield is 0.800. The catalyst is CN(C=O)C. The reactants are [S:1]1[CH:5]=[C:4]([NH:6][C:7](=[O:13])[O:8][C:9]([CH3:12])([CH3:11])[CH3:10])[N:3]=[CH:2]1.C([O-])([O-])=O.[Cs+].[Cs+].Cl[CH2:21][C:22]1[CH:27]=[CH:26][C:25]([O:28][CH3:29])=[CH:24][CH:23]=1.O.